From a dataset of Reaction yield outcomes from USPTO patents with 853,638 reactions. Predict the reaction yield, written as a fraction of the theoretical maximum amount of product (1.0 means a 100% yield; for example, 0.34 means a 34% yield). (1) The reactants are C[O:2][C:3](=[O:38])[C:4]1[CH:9]=[CH:8][C:7]([O:10][C:11]2[CH:16]=[CH:15][C:14]([N:17]([CH:27]3[CH2:32][CH2:31][N:30]([CH:33]([CH3:37])[CH2:34][CH2:35][NH2:36])[CH2:29][CH2:28]3)[CH2:18][C:19]3[CH:24]=[CH:23][CH:22]=[C:21]([C:25]#[N:26])[CH:20]=3)=[CH:13][CH:12]=2)=[CH:6][CH:5]=1.[Cl:39][C:40]1[CH:48]=[CH:47][CH:46]=[C:45]([CH3:49])[C:41]=1[C:42](O)=[O:43]. No catalyst specified. The product is [Cl:39][C:40]1[CH:48]=[CH:47][CH:46]=[C:45]([CH3:49])[C:41]=1[C:42]([NH:36][CH2:35][CH2:34][CH:33]([N:30]1[CH2:29][CH2:28][CH:27]([N:17]([CH2:18][C:19]2[CH:24]=[CH:23][CH:22]=[C:21]([C:25]#[N:26])[CH:20]=2)[C:14]2[CH:13]=[CH:12][C:11]([O:10][C:7]3[CH:6]=[CH:5][C:4]([C:3]([OH:2])=[O:38])=[CH:9][CH:8]=3)=[CH:16][CH:15]=2)[CH2:32][CH2:31]1)[CH3:37])=[O:43]. The yield is 0.410. (2) The reactants are Cl[C:2]1[C:7]([NH2:8])=[C:6]([Cl:9])[N:5]=[C:4]([NH2:10])[N:3]=1.[CH2:11]([CH2:13][NH2:14])[OH:12]. The catalyst is C(O)C. The product is [NH2:10][C:4]1[N:3]=[C:2]([NH:14][CH2:13][CH2:11][OH:12])[C:7]([NH2:8])=[C:6]([Cl:9])[N:5]=1. The yield is 0.700. (3) The reactants are O1[C:5]2([CH2:10][CH2:9][CH:8]([N:11]3[C:16](=[O:17])[C:15]([CH2:18][C:19]4[CH:24]=[CH:23][C:22]([C:25]5[C:26]([C:31]#[N:32])=[CH:27][CH:28]=[CH:29][CH:30]=5)=[CH:21][CH:20]=4)=[C:14]([CH2:33][CH2:34][CH3:35])[N:13]4[N:36]=[CH:37][CH:38]=[C:12]34)[CH2:7][CH2:6]2)[O:4]CC1.Cl.[OH-].[Na+]. The catalyst is O1CCCC1.C(OCC)(=O)C. The product is [OH:4][C@H:5]1[CH2:6][CH2:7][C@H:8]([N:11]2[C:16](=[O:17])[C:15]([CH2:18][C:19]3[CH:24]=[CH:23][C:22]([C:25]4[C:26]([C:31]#[N:32])=[CH:27][CH:28]=[CH:29][CH:30]=4)=[CH:21][CH:20]=3)=[C:14]([CH2:33][CH2:34][CH3:35])[N:13]3[N:36]=[CH:37][CH:38]=[C:12]23)[CH2:9][CH2:10]1. The yield is 0.830.